Dataset: Forward reaction prediction with 1.9M reactions from USPTO patents (1976-2016). Task: Predict the product of the given reaction. Given the reactants Br[C:2]1[CH:7]=[CH:6][CH:5]=[C:4]([C:8]2[C@@:9]3([CH3:17])[C:14]([CH3:16])([CH3:15])[C@@H:12]([CH:13]=2)[CH2:11][CH2:10]3)[N:3]=1.C([O-])([O-])=O.[Na+].[Na+].[C:24]1(B(O)O)[CH:29]=[CH:28][CH:27]=[CH:26][CH:25]=1.N, predict the reaction product. The product is: [C:24]1([C:2]2[CH:7]=[CH:6][CH:5]=[C:4]([C:8]3[C@@:9]4([CH3:17])[C:14]([CH3:16])([CH3:15])[C@@H:12]([CH:13]=3)[CH2:11][CH2:10]4)[N:3]=2)[CH:29]=[CH:28][CH:27]=[CH:26][CH:25]=1.